This data is from Full USPTO retrosynthesis dataset with 1.9M reactions from patents (1976-2016). The task is: Predict the reactants needed to synthesize the given product. (1) Given the product [Cl:16][C:4]1[N:3]=[C:2]([I:17])[N:7]=[C:6]([N:8]2[CH2:14][CH:13]3[O:15][CH:10]([CH2:11][CH2:12]3)[CH2:9]2)[CH:5]=1, predict the reactants needed to synthesize it. The reactants are: Cl[C:2]1[N:7]=[C:6]([N:8]2[CH2:14][CH:13]3[O:15][CH:10]([CH2:11][CH2:12]3)[CH2:9]2)[CH:5]=[C:4]([Cl:16])[N:3]=1.[I-:17].[Na+].I. (2) Given the product [CH3:1][C:2]1[CH:9]=[CH:8][CH:7]=[C:6]([CH3:10])[C:3]=1[CH2:4][O:5][C:26]1[CH:31]=[CH:30][C:29]([CH2:32][C:33]([O:35][CH2:36][CH3:37])=[O:34])=[CH:28][CH:27]=1, predict the reactants needed to synthesize it. The reactants are: [CH3:1][C:2]1[CH:9]=[CH:8][CH:7]=[C:6]([CH3:10])[C:3]=1[CH2:4][OH:5].N(C(OC(C)C)=O)=NC(OC(C)C)=O.O[C:26]1[CH:31]=[CH:30][C:29]([CH2:32][C:33]([O:35][CH2:36][CH3:37])=[O:34])=[CH:28][CH:27]=1.C1(P(C2C=CC=CC=2)C2C=CC=CC=2)C=CC=CC=1. (3) Given the product [CH3:21][C:22]1[CH:29]=[CH:28][C:25]([CH2:26][N:2]2[CH2:3][CH:4]3[CH:7]([NH:8][C:9]4[CH:14]=[CH:13][C:12]([C:15]5[C:16]([NH2:20])=[N:17][O:18][N:19]=5)=[CH:11][CH:10]=4)[CH:1]2[CH2:6][CH2:5]3)=[CH:24][CH:23]=1, predict the reactants needed to synthesize it. The reactants are: [CH:1]12[CH:7]([NH:8][C:9]3[CH:14]=[CH:13][C:12]([C:15]4[C:16]([NH2:20])=[N:17][O:18][N:19]=4)=[CH:11][CH:10]=3)[CH:4]([CH2:5][CH2:6]1)[CH2:3][NH:2]2.[CH3:21][C:22]1[CH:29]=[CH:28][C:25]([CH:26]=O)=[CH:24][CH:23]=1. (4) Given the product [CH3:1][C:2]1[NH:3][C:4]([C:15]2[CH:20]=[CH:19][CH:18]=[CH:17][C:16]=2[O:21][C:22]2[CH:27]=[CH:26][CH:25]=[CH:24][CH:23]=2)=[C:5]2[CH:10]=[C:9]([C:11]3[O:12][N:49]=[C:42]([C:43]4[CH:48]=[CH:47][CH:46]=[CH:45][CH:44]=4)[N:41]=3)[NH:8][C:7](=[O:14])[C:6]=12, predict the reactants needed to synthesize it. The reactants are: [CH3:1][C:2]1[NH:3][C:4]([C:15]2[CH:20]=[CH:19][CH:18]=[CH:17][C:16]=2[O:21][C:22]2[CH:27]=[CH:26][CH:25]=[CH:24][CH:23]=2)=[C:5]2[CH:10]=[C:9]([C:11](O)=[O:12])[NH:8][C:7](=[O:14])[C:6]=12.C(N1C=CN=C1)(N1C=CN=C1)=O.O/[N:41]=[C:42](\[NH2:49])/[C:43]1[CH:48]=[CH:47][CH:46]=[CH:45][CH:44]=1.[O-]P([O-])([O-])=O.[O-]P([O-])([O-])=O.[Ca+2].[Ca+2].[Ca+2]. (5) The reactants are: [C:1]([C:3]1[CH:8]=[CH:7][C:6]([CH2:9][C:10]([NH:12][C:13]2[S:14][CH:15]=[C:16]([C:18]3[CH:23]=[CH:22][C:21]([O:24][CH3:25])=[CH:20][CH:19]=3)[N:17]=2)=O)=[CH:5][CH:4]=1)#[N:2].O. Given the product [CH3:25][O:24][C:21]1[CH:20]=[CH:19][C:18]([C:16]2[N:17]=[C:13]([NH:12][CH2:10][CH2:9][C:6]3[CH:5]=[CH:4][C:3]([C:1]#[N:2])=[CH:8][CH:7]=3)[S:14][CH:15]=2)=[CH:23][CH:22]=1, predict the reactants needed to synthesize it. (6) The reactants are: Cl.[Cl:2][C:3]1[C:12]2[C:7](=[CH:8][C:9]([O:15][CH2:16][CH2:17][N:18]3[CH2:23][CH2:22][CH2:21][CH2:20][CH2:19]3)=[C:10]([O:13][CH3:14])[CH:11]=2)[N:6]=[CH:5][N:4]=1.C(=O)([O-])O.[Na+]. Given the product [Cl:2][C:3]1[C:12]2[C:7](=[CH:8][C:9]([O:15][CH2:16][CH2:17][N:18]3[CH2:23][CH2:22][CH2:21][CH2:20][CH2:19]3)=[C:10]([O:13][CH3:14])[CH:11]=2)[N:6]=[CH:5][N:4]=1, predict the reactants needed to synthesize it. (7) Given the product [OH:29][C:18]1[CH:19]=[C:20]([N:23]2[CH2:24][CH2:25][O:26][CH2:27][CH2:28]2)[CH:21]=[CH:22][C:17]=1[C:15]([C:2]1[CH:7]=[CH:6][CH:5]=[CH:4][CH:3]=1)=[O:16], predict the reactants needed to synthesize it. The reactants are: Br[C:2]1[CH:7]=[CH:6][CH:5]=[CH:4][CH:3]=1.C([Li])CCC.CN(OC)[C:15]([C:17]1[CH:22]=[CH:21][C:20]([N:23]2[CH2:28][CH2:27][O:26][CH2:25][CH2:24]2)=[CH:19][C:18]=1[OH:29])=[O:16].